Dataset: Catalyst prediction with 721,799 reactions and 888 catalyst types from USPTO. Task: Predict which catalyst facilitates the given reaction. (1) Reactant: [NH2:1][C:2]1[CH:3]=[CH:4][C:5]([F:40])=[C:6]([C:8]2[CH:13]=[CH:12][N:11]=[C:10]3[N:14]([S:30]([C:33]4[CH:39]=[CH:38][C:36]([CH3:37])=[CH:35][CH:34]=4)(=[O:32])=[O:31])[C:15]([C:17]4[CH2:22][CH2:21][N:20]([C:23]([O:25][C:26]([CH3:29])([CH3:28])[CH3:27])=[O:24])[CH2:19][CH:18]=4)=[CH:16][C:9]=23)[CH:7]=1.C(O)(=O)C.[F:45][C:46]1[CH:47]=[C:48]([CH:51]=[C:52]([F:54])[CH:53]=1)[CH:49]=O.C([BH3-])#N. Product: [F:45][C:46]1[CH:47]=[C:48]([CH:51]=[C:52]([F:54])[CH:53]=1)[CH2:49][NH:1][C:2]1[CH:3]=[CH:4][C:5]([F:40])=[C:6]([C:8]2[CH:13]=[CH:12][N:11]=[C:10]3[N:14]([S:30]([C:33]4[CH:39]=[CH:38][C:36]([CH3:37])=[CH:35][CH:34]=4)(=[O:32])=[O:31])[C:15]([C:17]4[CH2:22][CH2:21][N:20]([C:23]([O:25][C:26]([CH3:29])([CH3:28])[CH3:27])=[O:24])[CH2:19][CH:18]=4)=[CH:16][C:9]=23)[CH:7]=1. The catalyst class is: 98. (2) Reactant: Br[CH2:2][C:3]1[CH:4]=[C:5]([CH:9]=[CH:10][CH:11]=1)[C:6](O)=[O:7].C(N(C(C)C)CC)(C)C.CN(C([O:28][N:29]1[N:37]=[N:36][C:31]2[CH:32]=[CH:33][CH:34]=[N:35][C:30]1=2)=[N+](C)C)C.F[P-](F)(F)(F)(F)F.Cl.Cl.[NH2:47][C@@H:48]([CH2:62][C:63]1[CH:68]=[C:67]([F:69])[CH:66]=[C:65]([F:70])[CH:64]=1)[C@H:49]([OH:61])[CH2:50][NH:51][CH2:52][C:53]1[CH:58]=[CH:57][CH:56]=[C:55]([CH2:59][CH3:60])[CH:54]=1. Product: [F:69][C:67]1[CH:68]=[C:63]([CH:64]=[C:65]([F:70])[CH:66]=1)[CH2:62][C@H:48]([NH:47][C:6](=[O:7])[C:5]1[CH:9]=[CH:10][CH:11]=[C:3]([CH2:2][O:28][N:29]2[C:30]3=[N:35][CH:34]=[CH:33][CH:32]=[C:31]3[N:36]=[N:37]2)[CH:4]=1)[C@H:49]([OH:61])[CH2:50][NH:51][CH2:52][C:53]1[CH:58]=[CH:57][CH:56]=[C:55]([CH2:59][CH3:60])[CH:54]=1. The catalyst class is: 85. (3) Reactant: [Br:1][C:2]1[CH:9]=[C:8]([O:10][CH3:11])[C:7]([O:12]C)=[CH:6][C:3]=1[CH:4]=[O:5]. Product: [Br:1][C:2]1[CH:9]=[C:8]([O:10][CH3:11])[C:7]([OH:12])=[CH:6][C:3]=1[CH:4]=[O:5]. The catalyst class is: 65. (4) Reactant: [CH3:1][O:2][C:3]1[CH:4]=[C:5]([NH2:11])[C:6]([NH:9][CH3:10])=[CH:7][CH:8]=1.[Br:12][C:13]1[CH:14]=[C:15]([CH:19]=O)[CH:16]=[N:17][CH:18]=1.OOS([O-])=O.[K+].C([O-])([O-])=O.[K+].[K+]. Product: [Br:12][C:13]1[CH:14]=[C:15]([C:19]2[N:9]([CH3:10])[C:6]3[CH:7]=[CH:8][C:3]([O:2][CH3:1])=[CH:4][C:5]=3[N:11]=2)[CH:16]=[N:17][CH:18]=1. The catalyst class is: 18. (5) Product: [Cl:1][C:2]1[C:10]([OH:11])=[CH:9][CH:8]=[C:7]2[C:3]=1[CH:4]=[C:5]([CH:28]([F:30])[F:29])[N:6]2[S:19]([C:22]1[CH:27]=[CH:26][CH:25]=[CH:24][CH:23]=1)(=[O:21])=[O:20]. The catalyst class is: 2. Reactant: [Cl:1][C:2]1[C:10]([O:11]CC2C=CC=CC=2)=[CH:9][CH:8]=[C:7]2[C:3]=1[CH:4]=[C:5]([CH:28]([F:30])[F:29])[N:6]2[S:19]([C:22]1[CH:27]=[CH:26][CH:25]=[CH:24][CH:23]=1)(=[O:21])=[O:20].B(Br)(Br)Br.C([O-])(O)=O.[Na+]. (6) Reactant: C(OC([N:8]1[CH:12]=[C:11]([C:13]2[CH:14]=[C:15]([O:39][CH3:40])[C:16]3[N:17]([C:19]([C:33]4[CH:38]=[CH:37][CH:36]=[CH:35][CH:34]=4)=[C:20]([C:22]4[CH:27]=[CH:26][C:25]([C:28]5([NH2:32])[CH2:31][CH2:30][CH2:29]5)=[CH:24][CH:23]=4)[N:21]=3)[CH:18]=2)[CH:10]=[N:9]1)=O)(C)(C)C.Cl.[OH-].[Na+]. Product: [CH3:40][O:39][C:15]1[C:16]2[N:17]([C:19]([C:33]3[CH:38]=[CH:37][CH:36]=[CH:35][CH:34]=3)=[C:20]([C:22]3[CH:23]=[CH:24][C:25]([C:28]4([NH2:32])[CH2:29][CH2:30][CH2:31]4)=[CH:26][CH:27]=3)[N:21]=2)[CH:18]=[C:13]([C:11]2[CH:10]=[N:9][NH:8][CH:12]=2)[CH:14]=1. The catalyst class is: 61. (7) Product: [O:38]=[C:11]([N:12]1[C:20]2[C:15](=[CH:16][C:17]([O:21][CH2:22][C:23]3[C:24]([C:34]([F:37])([F:36])[F:35])=[N:25][N:26]([CH:28]4[CH2:33][CH2:32][CH2:31][CH2:30][CH2:29]4)[CH:27]=3)=[CH:18][CH:19]=2)[CH2:14][CH2:13]1)[CH2:10][NH:9][CH2:8][CH2:7][C:6]([OH:46])=[O:5]. The catalyst class is: 631. Reactant: C([O:5][C:6](=[O:46])[CH2:7][CH2:8][N:9](C(OC(C)(C)C)=O)[CH2:10][C:11](=[O:38])[N:12]1[C:20]2[C:15](=[CH:16][C:17]([O:21][CH2:22][C:23]3[C:24]([C:34]([F:37])([F:36])[F:35])=[N:25][N:26]([CH:28]4[CH2:33][CH2:32][CH2:31][CH2:30][CH2:29]4)[CH:27]=3)=[CH:18][CH:19]=2)[CH2:14][CH2:13]1)(C)(C)C. (8) Reactant: [CH2:1]([O:8][C:9]1[CH:10]=[C:11]2[C:16](=[CH:17][C:18]=1[O:19][CH3:20])[CH:15]([C:21](O)=[O:22])[N:14]([C:24]([O:26][C:27]([CH3:30])([CH3:29])[CH3:28])=[O:25])[CH2:13][CH2:12]2)[C:2]1[CH:7]=[CH:6][CH:5]=[CH:4][CH:3]=1. The catalyst class is: 1. Product: [CH2:1]([O:8][C:9]1[CH:10]=[C:11]2[C:16](=[CH:17][C:18]=1[O:19][CH3:20])[CH:15]([CH2:21][OH:22])[N:14]([C:24]([O:26][C:27]([CH3:30])([CH3:29])[CH3:28])=[O:25])[CH2:13][CH2:12]2)[C:2]1[CH:7]=[CH:6][CH:5]=[CH:4][CH:3]=1.